Dataset: Forward reaction prediction with 1.9M reactions from USPTO patents (1976-2016). Task: Predict the product of the given reaction. (1) Given the reactants C1(C)C=CC=CC=1.[CH3:8][C:9]1[C:20]([NH:21][C:22](=[O:24])[CH3:23])=[CH:19][C:12]2[CH2:13][CH2:14][CH2:15][C:16](=[O:18])[CH2:17][C:11]=2[CH:10]=1.S(O)(C1C=CC(C)=CC=1)(=O)=O.[CH2:36](O)[CH2:37][OH:38], predict the reaction product. The product is: [CH3:8][C:9]1[C:20]([NH:21][C:22](=[O:24])[CH3:23])=[CH:19][C:12]2[CH2:13][CH2:14][CH2:15][C:16]3([CH2:17][C:11]=2[CH:10]=1)[O:38][CH2:37][CH2:36][O:18]3. (2) Given the reactants [N:1]([C:4]1[CH:9]=[CH:8][N:7]=[C:6]([C:10]([NH:12][C:13]2[CH:18]=[CH:17][C:16]([O:19][C:20]3[CH:25]=[CH:24][CH:23]=[CH:22][CH:21]=3)=[CH:15][CH:14]=2)=[O:11])[C:5]=1[OH:26])=[N+]=[N-], predict the reaction product. The product is: [NH2:1][C:4]1[CH:9]=[CH:8][N:7]=[C:6]([C:10]([NH:12][C:13]2[CH:14]=[CH:15][C:16]([O:19][C:20]3[CH:25]=[CH:24][CH:23]=[CH:22][CH:21]=3)=[CH:17][CH:18]=2)=[O:11])[C:5]=1[OH:26]. (3) Given the reactants C[O:2][C:3]([C:5]12CC1C[CH2:7][C:6]2=O)=O.[C:12]([O-:15])(=[O:14])[CH3:13].[K+].[C:17]([OH:20])(=O)[CH3:18].[CH3:21]S(C)=O, predict the reaction product. The product is: [CH3:21][O:14][C:12]([CH:13]1[CH:7]([C:17](=[O:20])[CH3:18])[CH2:6][CH2:5][C:3]1=[O:2])=[O:15]. (4) Given the reactants [ClH:1].[C:2]1([C:8]2[C:9]([C:17]3[CH:22]=[CH:21][C:20]([CH2:23][N:24]4[CH2:29][CH2:28][CH:27]([C:30]5[N:34]=[C:33]([C:35]6[CH:40]=[CH:39][CH:38]=[CH:37][N:36]=6)[NH:32][N:31]=5)[CH2:26][CH2:25]4)=[CH:19][CH:18]=3)=[N:10][C:11]3[N:12]([N:14]=[CH:15][CH:16]=3)[CH:13]=2)[CH:7]=[CH:6][CH:5]=[CH:4][CH:3]=1, predict the reaction product. The product is: [ClH:1].[C:2]1([C:8]2[C:9]([C:17]3[CH:22]=[CH:21][C:20]([CH2:23][N:24]4[CH2:25][CH2:26][CH:27]([C:30]5[N:34]=[C:33]([C:35]6[CH:40]=[CH:39][CH:38]=[CH:37][N:36]=6)[NH:32][N:31]=5)[CH2:28][CH2:29]4)=[CH:19][CH:18]=3)=[N:10][C:11]3[N:12]([N:14]=[CH:15][CH:16]=3)[CH:13]=2)[CH:7]=[CH:6][CH:5]=[CH:4][CH:3]=1. (5) Given the reactants [CH:1]1([O:7][CH2:8][C:9]([OH:11])=O)[CH2:6][CH2:5][CH2:4][CH2:3][CH2:2]1.[Cl:12]SCl, predict the reaction product. The product is: [CH:1]1([O:7][CH2:8][C:9]([Cl:12])=[O:11])[CH2:6][CH2:5][CH2:4][CH2:3][CH2:2]1. (6) Given the reactants [Cl:1][C:2]1[N:7]=[CH:6][C:5]2[CH:8]=[N:9][NH:10][C:4]=2[CH:3]=1.C(=O)([O-])[O-].[K+].[K+].[I:17]I, predict the reaction product. The product is: [Cl:1][C:2]1[N:7]=[CH:6][C:5]2[C:8]([I:17])=[N:9][NH:10][C:4]=2[CH:3]=1.